From a dataset of Catalyst prediction with 721,799 reactions and 888 catalyst types from USPTO. Predict which catalyst facilitates the given reaction. (1) Reactant: [CH3:1][O:2][C:3]1[CH:4]=[C:5]([CH:7]=[C:8]([O:12][CH3:13])[C:9]=1[O:10][CH3:11])[NH2:6].C(N(CC)CC)C.Cl[C:22](=[O:28])[C:23]([O:25][CH2:26][CH3:27])=[O:24].Cl. Product: [CH3:13][O:12][C:8]1[CH:7]=[C:5]([CH:4]=[C:3]([O:2][CH3:1])[C:9]=1[O:10][CH3:11])[NH:6][C:22](=[O:28])[C:23]([O:25][CH2:26][CH3:27])=[O:24]. The catalyst class is: 4. (2) Reactant: [F:1][C:2]1[CH:23]=[CH:22][C:5]([O:6][C:7]2[CH:12]=[CH:11][C:10]([NH:13][C:14]([C@@H:16]3[CH2:20][C@@H:19](O)[CH2:18][NH:17]3)=[O:15])=[CH:9][CH:8]=2)=[CH:4][CH:3]=1.[N:24]1([CH2:29][C:30]([OH:32])=O)[CH:28]=[CH:27][N:26]=[N:25]1.CCN([CH:39]([CH3:41])C)C(C)C.CN(C(ON1N=N[C:52]2[CH:53]=[CH:54][CH:55]=N[C:51]1=2)=[N+](C)C)C.[F:59][P-](F)(F)(F)(F)F. Product: [N:24]1([CH2:29][C:30]([N:17]2[CH2:18][C@H:19]([CH2:51][C:52]3[CH:41]=[CH:39][C:55]([F:59])=[CH:54][CH:53]=3)[CH2:20][C@H:16]2[C:14]([NH:13][C:10]2[CH:11]=[CH:12][C:7]([O:6][C:5]3[CH:22]=[CH:23][C:2]([F:1])=[CH:3][CH:4]=3)=[CH:8][CH:9]=2)=[O:15])=[O:32])[CH:28]=[CH:27][N:26]=[N:25]1. The catalyst class is: 3. (3) Reactant: [C:1]([O:5][C:6](=[O:17])[CH2:7][CH2:8][N:9]1[CH2:14][CH2:13][NH:12][C@@H:11]([CH3:15])[C:10]1=[O:16])([CH3:4])([CH3:3])[CH3:2].[Cl:18][C:19]1[CH:20]=[C:21]([N:26]=[C:27]=[O:28])[CH:22]=[CH:23][C:24]=1[Cl:25].C(N(CC)CC)C. Product: [C:1]([O:5][C:6](=[O:17])[CH2:7][CH2:8][N:9]1[CH2:14][CH2:13][N:12]([C:27](=[O:28])[NH:26][C:21]2[CH:22]=[CH:23][C:24]([Cl:25])=[C:19]([Cl:18])[CH:20]=2)[C@@H:11]([CH3:15])[C:10]1=[O:16])([CH3:2])([CH3:4])[CH3:3]. The catalyst class is: 4. (4) Product: [C:28]([C:13]1[CH:12]=[CH:11][C:10]([C:7]([CH3:9])([CH3:8])[CH2:6][C:5]([OH:21])([C:17]([F:20])([F:18])[F:19])[C:4]([OH:3])=[O:22])=[CH:15][CH:14]=1)(=[O:30])[CH3:29]. The catalyst class is: 9. Reactant: C([O:3][C:4](=[O:22])[C:5]([OH:21])([C:17]([F:20])([F:19])[F:18])[CH2:6][C:7]([C:10]1[CH:15]=[CH:14][C:13](Br)=[CH:12][CH:11]=1)([CH3:9])[CH3:8])C.C([Sn](CCCC)(CCCC)[C:28]([O:30]CC)=[CH2:29])CCC.C1(C)C=CC=CC=1P(C1C=CC=CC=1C)C1C=CC=CC=1C. (5) Reactant: C[O:2][C:3](=[O:31])[CH2:4][C:5]1[C:13]2[C:8](=[CH:9][CH:10]=[CH:11][CH:12]=2)[NH:7][C:6]=1[C:14]1[CH:19]=[CH:18][C:17]([Cl:20])=[C:16]([S:21](=[O:30])(=[O:29])[NH:22][CH:23]2[CH2:28][CH2:27][CH2:26][CH2:25][CH2:24]2)[CH:15]=1.O.[OH-].[Li+].CCOC(C)=O. Product: [Cl:20][C:17]1[CH:18]=[CH:19][C:14]([C:6]2[NH:7][C:8]3[C:13]([C:5]=2[CH2:4][C:3]([OH:31])=[O:2])=[CH:12][CH:11]=[CH:10][CH:9]=3)=[CH:15][C:16]=1[S:21](=[O:30])(=[O:29])[NH:22][CH:23]1[CH2:28][CH2:27][CH2:26][CH2:25][CH2:24]1. The catalyst class is: 24. (6) Reactant: [CH3:1][O:2][C:3]1[CH:4]=[C:5]([CH:15]=[CH:16][C:17]=1[N+:18]([O-])=O)[O:6][CH2:7][CH2:8][N:9]1[CH2:14][CH2:13][CH2:12][CH2:11][CH2:10]1.[H][H]. Product: [CH3:1][O:2][C:3]1[CH:4]=[C:5]([O:6][CH2:7][CH2:8][N:9]2[CH2:10][CH2:11][CH2:12][CH2:13][CH2:14]2)[CH:15]=[CH:16][C:17]=1[NH2:18]. The catalyst class is: 78. (7) Reactant: Cl[C:2]1[CH:7]=[C:6]([CH3:8])[C:5]([C:9]2[CH:10]=[N:11][N:12]([CH:14]3[CH2:19][CH2:18][O:17][CH2:16][CH2:15]3)[CH:13]=2)=[CH:4][N:3]=1.[CH3:20][N:21]1[CH:25]=[C:24]([C:26]2[CH:31]=[CH:30][CH:29]=[C:28](B3OC(C)(C)C(C)(C)O3)[CH:27]=2)[CH:23]=[N:22]1.ClCCl.C(=O)([O-])[O-].[Cs+].[Cs+]. Product: [CH3:8][C:6]1[C:5]([C:9]2[CH:10]=[N:11][N:12]([CH:14]3[CH2:19][CH2:18][O:17][CH2:16][CH2:15]3)[CH:13]=2)=[CH:4][N:3]=[C:2]([C:30]2[CH:29]=[CH:28][CH:27]=[C:26]([C:24]3[CH:23]=[N:22][N:21]([CH3:20])[CH:25]=3)[CH:31]=2)[CH:7]=1. The catalyst class is: 117.